Dataset: Experimentally validated miRNA-target interactions with 360,000+ pairs, plus equal number of negative samples. Task: Binary Classification. Given a miRNA mature sequence and a target amino acid sequence, predict their likelihood of interaction. (1) The miRNA is hsa-miR-5011-5p with sequence UAUAUAUACAGCCAUGCACUC. The protein sequence of the target gene is MANAGLQLLGFILASLGWIGSIVSTALPQWKIYSYAGDNIVTAQAIYEGLWMSCVSQSTGQIQCKVFDSLLNLNSTLQATRALMVIGILLGLIAIFVSTIGMKCMRCLEDDEVQKMWMAVIGGIIFLISGLATLVATAWYGNRIVQEFYDPLTPINARYEFGQALFTGWAAASLCLLGGVLLSCSCPRKTTSYPTPRPYPKPTPSSGKDYV. Result: 0 (no interaction). (2) The miRNA is mmu-miR-3104-5p with sequence UAGGGGGCAGGAGCCGGAGCCCUCU. The protein sequence of the target gene is MAPSRLQLGLRAAYSGFSSVAGFSIFFVWTVVYRQPGTAAMGGLAGVLALWVLVTHVMYMQDYWRTWLRGLRGFFFVGALFSAVSVSAFCTFLALAITQHQSLKDPNSYYLSCVWSFISFKWAFLLSLYAHRYRADFADISILSDF. Result: 0 (no interaction). (3) The miRNA is mmu-miR-3064-3p with sequence UGCCACACUGCAACACCUUACA. The protein sequence of the target gene is MSNQYQEEGCSERPECKSKSPTLLSSYCIDSILGRRSPCKMRLLGAAQSLPAPLTSRADPEKAVQGSPKSSSAPFEAELHLPPKLRRLYGPGGGRLLQGAAAAAAAAAAAAAAAATATAGPRGEAPPPPPPTARPGERPDGAGAAAAAAAAAAAAWDTLKISQAPQVSISRSKSYRENGAPFVPPPPALDELGGPGGVTHPEERLGVAGGPGSAPAAGGGTGTEDDEEELLEDEEDEDEEEELLEDDEEELLEDDARALLKEPRRCPVAATGAVAAAAAAAVATEGGELSPKEELLLHPE.... Result: 0 (no interaction).